From a dataset of Retrosynthesis with 50K atom-mapped reactions and 10 reaction types from USPTO. Predict the reactants needed to synthesize the given product. The reactants are: COC(=O)c1ccc(NC(=O)[C@@H]2N[C@@H](CC(C)(C)C)[C@](C#N)(c3ccc(Cl)cc3F)[C@H]2c2cccc(Cl)c2F)s1. Given the product CC(C)(C)C[C@@H]1N[C@@H](C(=O)Nc2ccc(C(=O)O)s2)[C@H](c2cccc(Cl)c2F)[C@@]1(C#N)c1ccc(Cl)cc1F, predict the reactants needed to synthesize it.